Dataset: Full USPTO retrosynthesis dataset with 1.9M reactions from patents (1976-2016). Task: Predict the reactants needed to synthesize the given product. (1) Given the product [CH2:1]([O:8][C:9]1[CH:10]=[C:11]2[C:15](=[CH:16][C:17]=1[N:18]([CH:19]1[CH2:20][CH2:21][O:22][CH2:23][CH2:24]1)[C:31](=[O:33])[CH3:32])[N:14]([CH:25]1[CH2:30][CH2:29][CH2:28][CH2:27][O:26]1)[N:13]=[CH:12]2)[C:2]1[CH:7]=[CH:6][CH:5]=[CH:4][CH:3]=1, predict the reactants needed to synthesize it. The reactants are: [CH2:1]([O:8][C:9]1[CH:10]=[C:11]2[C:15](=[CH:16][C:17]=1[NH:18][CH:19]1[CH2:24][CH2:23][O:22][CH2:21][CH2:20]1)[N:14]([CH:25]1[CH2:30][CH2:29][CH2:28][CH2:27][O:26]1)[N:13]=[CH:12]2)[C:2]1[CH:7]=[CH:6][CH:5]=[CH:4][CH:3]=1.[C:31](Cl)(=[O:33])[CH3:32].C([O-])([O-])=O.[K+].[K+].O. (2) Given the product [CH3:18][Si:17]([C:15]#[C:16][C:2]1[S:6][C:5]([NH:7][C:8](=[O:14])[O:9][C:10]([CH3:13])([CH3:12])[CH3:11])=[N:4][CH:3]=1)([CH3:20])[CH3:19], predict the reactants needed to synthesize it. The reactants are: Br[C:2]1[S:6][C:5]([NH:7][C:8](=[O:14])[O:9][C:10]([CH3:13])([CH3:12])[CH3:11])=[N:4][CH:3]=1.[C:15]([Si:17]([CH3:20])([CH3:19])[CH3:18])#[CH:16].C(N(C(C)C)CC)(C)C. (3) The reactants are: [NH2:1][CH:2]1[CH2:5][N:4]([C:6]([C:8]2[CH:9]=[C:10]([CH:23]=[CH:24][C:25]=2[F:26])[CH2:11][C:12]2[C:21]3[C:16](=[CH:17][CH:18]=[CH:19][CH:20]=3)[C:15](=[O:22])[NH:14][N:13]=2)=[O:7])[CH2:3]1.[CH:27]1([C:30]([CH:32]2[CH2:34][CH2:33]2)=O)[CH2:29][CH2:28]1.C(O[BH-](OC(=O)C)OC(=O)C)(=O)C.[Na+]. Given the product [CH:27]1([CH:30]([NH:1][CH:2]2[CH2:3][N:4]([C:6]([C:8]3[CH:9]=[C:10]([CH:23]=[CH:24][C:25]=3[F:26])[CH2:11][C:12]3[C:21]4[C:16](=[CH:17][CH:18]=[CH:19][CH:20]=4)[C:15](=[O:22])[NH:14][N:13]=3)=[O:7])[CH2:5]2)[CH:32]2[CH2:34][CH2:33]2)[CH2:29][CH2:28]1, predict the reactants needed to synthesize it. (4) Given the product [Cl:22][C:19]1[CH:20]=[CH:21][C:16]([C:11]2[C:10]3[CH:23]=[CH:24][C:7]([O:6][CH2:5][CH2:4][CH2:3][CH2:2][N:25]4[CH2:30][CH2:29][CH2:28][CH2:27][CH2:26]4)=[CH:8][C:9]=3[S:13](=[O:15])(=[O:14])[N:12]=2)=[CH:17][CH:18]=1, predict the reactants needed to synthesize it. The reactants are: Br[CH2:2][CH2:3][CH2:4][CH2:5][O:6][C:7]1[CH:24]=[CH:23][C:10]2[C:11]([C:16]3[CH:21]=[CH:20][C:19]([Cl:22])=[CH:18][CH:17]=3)=[N:12][S:13](=[O:15])(=[O:14])[C:9]=2[CH:8]=1.[NH:25]1[CH2:30][CH2:29][CH2:28][CH2:27][CH2:26]1.